Dataset: Reaction yield outcomes from USPTO patents with 853,638 reactions. Task: Predict the reaction yield, written as a fraction of the theoretical maximum amount of product (1.0 means a 100% yield; for example, 0.34 means a 34% yield). (1) The reactants are [C:1]([Br:5])(Br)(Br)Br.[F:6][C:7]1[CH:12]=[CH:11][N:10]=[C:9]([NH:13][C:14](=[O:20])[O:15][C:16]([CH3:19])([CH3:18])[CH3:17])[C:8]=1CO.C1(P(C2C=CC=CC=2)C2C=CC=CC=2)C=CC=CC=1. The catalyst is C1COCC1. The product is [Br:5][CH2:1][C:8]1[C:9]([NH:13][C:14](=[O:20])[O:15][C:16]([CH3:18])([CH3:17])[CH3:19])=[N:10][CH:11]=[CH:12][C:7]=1[F:6]. The yield is 0.520. (2) The reactants are [OH:1][NH:2][CH2:3][CH2:4][NH:5][C:6](=[O:28])[C:7]1[CH:12]=[CH:11][C:10]([C:13]#[C:14][C:15]2[CH:20]=[CH:19][C:18]([CH2:21][N:22]3[CH2:27][CH2:26][O:25][CH2:24][CH2:23]3)=[CH:17][CH:16]=2)=[CH:9][CH:8]=1.[CH:29](OCC(F)(F)F)=[O:30].CCN(C(C)C)C(C)C. The catalyst is C1COCC1. The product is [CH:29]([N:2]([OH:1])[CH2:3][CH2:4][NH:5][C:6](=[O:28])[C:7]1[CH:8]=[CH:9][C:10]([C:13]#[C:14][C:15]2[CH:20]=[CH:19][C:18]([CH2:21][N:22]3[CH2:27][CH2:26][O:25][CH2:24][CH2:23]3)=[CH:17][CH:16]=2)=[CH:11][CH:12]=1)=[O:30]. The yield is 0.179.